From a dataset of Catalyst prediction with 721,799 reactions and 888 catalyst types from USPTO. Predict which catalyst facilitates the given reaction. (1) Reactant: Cl.[NH2:2][C@H:3]([C:5]1[CH:6]=[C:7]([CH:11]=[CH:12][CH:13]=1)[C:8]([OH:10])=[O:9])[CH3:4].CCN(CC)CC.[C:21]([O:25][C:26](O[C:26]([O:25][C:21]([CH3:24])([CH3:23])[CH3:22])=[O:27])=[O:27])([CH3:24])([CH3:23])[CH3:22].CN(C=O)C. Product: [C:21]([O:25][C:26]([NH:2][C@H:3]([C:5]1[CH:6]=[C:7]([CH:11]=[CH:12][CH:13]=1)[C:8]([OH:10])=[O:9])[CH3:4])=[O:27])([CH3:24])([CH3:23])[CH3:22]. The catalyst class is: 585. (2) Reactant: [I:1][C:2]1[CH:6]=[C:5]([CH:7]2[CH2:12][CH2:11][NH:10][CH2:9][CH2:8]2)[N:4]([CH:13]([CH3:15])[CH3:14])[N:3]=1.C=O.[C:18]([BH3-])#N.[Na+]. Product: [I:1][C:2]1[CH:6]=[C:5]([CH:7]2[CH2:12][CH2:11][N:10]([CH3:18])[CH2:9][CH2:8]2)[N:4]([CH:13]([CH3:15])[CH3:14])[N:3]=1. The catalyst class is: 24.